This data is from Reaction yield outcomes from USPTO patents with 853,638 reactions. The task is: Predict the reaction yield, written as a fraction of the theoretical maximum amount of product (1.0 means a 100% yield; for example, 0.34 means a 34% yield). (1) The reactants are [CH3:1][N:2]1[CH2:7][CH2:6][N:5]2[N:8]=[C:9]([N+:11]([O-])=O)[CH:10]=[C:4]2[CH2:3]1. The catalyst is C(O)C. The product is [CH3:1][N:2]1[CH2:7][CH2:6][N:5]2[N:8]=[C:9]([NH2:11])[CH:10]=[C:4]2[CH2:3]1. The yield is 0.990. (2) The reactants are [Cl:1][C:2]1[CH:7]=[CH:6][C:5]([O:8][C:9]2[CH:16]=[CH:15][C:14]([CH2:17][CH2:18]I)=[CH:13][C:10]=2[C:11]#[N:12])=[CH:4][C:3]=1[C:20]([F:23])([F:22])[F:21].C([O-])([O-])=O.[K+].[K+].[N:30]1[CH:35]=[C:34]([CH2:36][C:37]2[C:38](=[O:44])[NH:39][C:40](=[S:43])[NH:41][CH:42]=2)[CH:33]=[N:32][CH:31]=1. The catalyst is CN(C=O)C. The product is [Cl:1][C:2]1[CH:7]=[CH:6][C:5]([O:8][C:9]2[CH:16]=[CH:15][C:14]([CH2:17][CH2:18][S:43][C:40]3[NH:41][CH:42]=[C:37]([CH2:36][C:34]4[CH:33]=[N:32][CH:31]=[N:30][CH:35]=4)[C:38](=[O:44])[N:39]=3)=[CH:13][C:10]=2[C:11]#[N:12])=[CH:4][C:3]=1[C:20]([F:23])([F:22])[F:21]. The yield is 0.614.